Dataset: Catalyst prediction with 721,799 reactions and 888 catalyst types from USPTO. Task: Predict which catalyst facilitates the given reaction. (1) Reactant: N1C=CC=CC=1.[CH3:7][S:8](Cl)(=[O:10])=[O:9].[F:12][C:13]1[CH:18]=[CH:17][C:16]([C:19]2[C:28]3[C:23](=[CH:24][C:25]([NH2:29])=[CH:26][CH:27]=3)[O:22][C:21]([CH3:31])([CH3:30])[CH:20]=2)=[CH:15][CH:14]=1. Product: [F:12][C:13]1[CH:18]=[CH:17][C:16]([C:19]2[C:28]3[C:23](=[CH:24][C:25]([NH:29][S:8]([CH3:7])(=[O:10])=[O:9])=[CH:26][CH:27]=3)[O:22][C:21]([CH3:31])([CH3:30])[CH:20]=2)=[CH:15][CH:14]=1. The catalyst class is: 22. (2) Reactant: [H-].[Al+3].[Li+].[H-].[H-].[H-].[S:7]1[CH:11]=[CH:10][C:9]2[C:12]([C:16]#[N:17])=[CH:13][CH:14]=[CH:15][C:8]1=2.O.[OH-].[Na+]. Product: [NH2:17][CH2:16][C:12]1[C:9]2[CH:10]=[CH:11][S:7][C:8]=2[CH:15]=[CH:14][CH:13]=1. The catalyst class is: 1. (3) Reactant: [C:1]([O:5][C:6](=[O:30])[C:7]([O:10][C:11]1[CH:16]=[CH:15][C:14]([Cl:17])=[CH:13][C:12]=1/[CH:18]=[C:19]1\[C:20](=[O:29])[NH:21][C:22]2[C:27]\1=[CH:26][CH:25]=[C:24]([Cl:28])[CH:23]=2)([CH3:9])[CH3:8])([CH3:4])([CH3:3])[CH3:2].[C:31]([O:35][C:36](O[C:36]([O:35][C:31]([CH3:34])([CH3:33])[CH3:32])=[O:37])=[O:37])([CH3:34])([CH3:33])[CH3:32]. Product: [C:31]([O:35][C:36]([N:21]1[C:22]2[C:27](=[CH:26][CH:25]=[C:24]([Cl:28])[CH:23]=2)/[C:19](=[CH:18]/[C:12]2[CH:13]=[C:14]([Cl:17])[CH:15]=[CH:16][C:11]=2[O:10][C:7]([C:6]([O:5][C:1]([CH3:2])([CH3:3])[CH3:4])=[O:30])([CH3:9])[CH3:8])/[C:20]1=[O:29])=[O:37])([CH3:34])([CH3:33])[CH3:32]. The catalyst class is: 119. (4) Reactant: [CH2:1]([N:5]([C:9]1[CH:18]=[CH:17][C:16]2[C:15]([CH3:20])([CH3:19])[CH2:14][CH2:13][C:12]([CH3:22])([CH3:21])[C:11]=2[CH:10]=1)[C:6](Cl)=[O:7])[CH2:2][CH2:3][CH3:4].[NH2:23][C:24]1[CH:34]=[CH:33][C:27]([C:28]([O:30][CH2:31][CH3:32])=[O:29])=[CH:26][CH:25]=1. Product: [CH2:1]([N:5]([C:9]1[CH:18]=[CH:17][C:16]2[C:15]([CH3:20])([CH3:19])[CH2:14][CH2:13][C:12]([CH3:22])([CH3:21])[C:11]=2[CH:10]=1)[C:6](=[O:7])[NH:23][C:24]1[CH:25]=[CH:26][C:27]([C:28]([O:30][CH2:31][CH3:32])=[O:29])=[CH:33][CH:34]=1)[CH2:2][CH2:3][CH3:4]. The catalyst class is: 17.